Dataset: Catalyst prediction with 721,799 reactions and 888 catalyst types from USPTO. Task: Predict which catalyst facilitates the given reaction. (1) Reactant: [O:1]1[CH:5]=[CH:4][C:3]([C:6]2[C:15]([N:16]3[CH2:20][CH2:19][CH2:18][C@@H:17]3[CH3:21])=[N:14][C:13]3[C:8](=[CH:9][CH:10]=[C:11]([C:22]([O:24]C)=[O:23])[CH:12]=3)[N:7]=2)=[CH:2]1.[OH-].[Na+]. Product: [O:1]1[CH:5]=[CH:4][C:3]([C:6]2[C:15]([N:16]3[CH2:20][CH2:19][CH2:18][C@@H:17]3[CH3:21])=[N:14][C:13]3[C:8](=[CH:9][CH:10]=[C:11]([C:22]([OH:24])=[O:23])[CH:12]=3)[N:7]=2)=[CH:2]1. The catalyst class is: 24. (2) Reactant: Br[C:2]1[CH:3]=[C:4]2[C:9](=[CH:10][C:11]=1[F:12])[N:8]=[CH:7][CH:6]=[CH:5]2.[C:13]([O-:16])(=[O:15])[CH3:14].[Br-].[C:18]([Zn+2])([CH3:21])([CH3:20])[CH3:19]. The catalyst class is: 602. Product: [C:18]([O:15][C:13](=[O:16])[CH2:14][C:2]1[CH:3]=[C:4]2[C:9](=[CH:10][C:11]=1[F:12])[N:8]=[CH:7][CH:6]=[CH:5]2)([CH3:21])([CH3:20])[CH3:19]. (3) Reactant: [CH2:1]([S:3]([N:6]1[CH2:11][CH2:10][CH:9]([C:12]2[C:20]3[C:15](=[C:16]([C:28]([NH2:30])=[O:29])[CH:17]=[C:18]([C:21]4[CH:25]=[C:24]([CH:26]=O)[S:23][CH:22]=4)[CH:19]=3)[NH:14][CH:13]=2)[CH2:8][CH2:7]1)(=[O:5])=[O:4])[CH3:2].[CH2:31]([CH:34]1[CH2:38][CH2:37][CH2:36][NH:35]1)[CH2:32][CH3:33].C(O[BH-](OC(=O)C)OC(=O)C)(=O)C.[Na+]. Product: [CH2:1]([S:3]([N:6]1[CH2:11][CH2:10][CH:9]([C:12]2[C:20]3[C:15](=[C:16]([C:28]([NH2:30])=[O:29])[CH:17]=[C:18]([C:21]4[CH:25]=[C:24]([CH2:26][N:35]5[CH2:36][CH2:37][CH2:38][CH:34]5[CH2:31][CH2:32][CH3:33])[S:23][CH:22]=4)[CH:19]=3)[NH:14][CH:13]=2)[CH2:8][CH2:7]1)(=[O:4])=[O:5])[CH3:2]. The catalyst class is: 16. (4) Reactant: C(=O)([O-])[O-].[Cs+].[Cs+].Cl[C:8]1[C:9]([CH:14]2[CH2:19][CH2:18][N:17]([C:20](=[O:22])[CH3:21])[CH2:16][CH2:15]2)=[N:10][CH:11]=[CH:12][N:13]=1.[F:23][C:24]1[CH:29]=[C:28]([NH:30][C:31]2[CH:36]=[CH:35][CH:34]=[CH:33][N:32]=2)[CH:27]=[CH:26][C:25]=1[OH:37]. Product: [F:23][C:24]1[CH:29]=[C:28]([NH:30][C:31]2[CH:36]=[CH:35][CH:34]=[CH:33][N:32]=2)[CH:27]=[CH:26][C:25]=1[O:37][C:8]1[C:9]([CH:14]2[CH2:19][CH2:18][N:17]([C:20](=[O:22])[CH3:21])[CH2:16][CH2:15]2)=[N:10][CH:11]=[CH:12][N:13]=1. The catalyst class is: 37. (5) Reactant: [CH3:1][C:2]1[CH:7]=[CH:6][C:5]([N:8]=[C:9](Cl)[C:10]([F:13])([F:12])[F:11])=[CH:4][CH:3]=1.[N-:15]=[N+:16]=[N-:17].[Na+].Cl.C(N(CC)CC)C. Product: [CH3:1][C:2]1[CH:7]=[CH:6][C:5]([N:8]2[C:9]([C:10]([F:13])([F:12])[F:11])=[N:17][N:16]=[N:15]2)=[CH:4][CH:3]=1. The catalyst class is: 11.